Task: Predict the product of the given reaction.. Dataset: Forward reaction prediction with 1.9M reactions from USPTO patents (1976-2016) (1) Given the reactants [C:1](=[S:3])=S.CP(=[N:8][C:9]1[CH:10]=[N:11][CH:12]=[CH:13][C:14]=1[N:15]1[CH2:20][CH2:19][CH2:18][C@H:17]([NH:21][C:22](=[O:28])[O:23][C:24]([CH3:27])([CH3:26])[CH3:25])[CH2:16]1)(C)C, predict the reaction product. The product is: [N:8]([C:9]1[CH:10]=[N:11][CH:12]=[CH:13][C:14]=1[N:15]1[CH2:20][CH2:19][CH2:18][C@H:17]([NH:21][C:22](=[O:28])[O:23][C:24]([CH3:26])([CH3:25])[CH3:27])[CH2:16]1)=[C:1]=[S:3]. (2) Given the reactants [C:1]([O:4][C@H:5]1[C:14]2[C:9](=[N:10][C:11]([C:21]3[CH:26]=[CH:25][CH:24]=[CH:23][CH:22]=3)=[C:12]([C:15]3[CH:20]=[CH:19][CH:18]=[CH:17][CH:16]=3)[N:13]=2)[NH:8][CH2:7][CH2:6]1)(=[O:3])[CH3:2].O=[CH:28][CH2:29][CH2:30][CH2:31][CH2:32][CH2:33][C:34]([O:36][CH2:37][CH3:38])=[O:35].C(O[BH-](OC(=O)C)OC(=O)C)(=O)C.[Na+], predict the reaction product. The product is: [C:1]([O:4][C@H:5]1[C:14]2[C:9](=[N:10][C:11]([C:21]3[CH:26]=[CH:25][CH:24]=[CH:23][CH:22]=3)=[C:12]([C:15]3[CH:20]=[CH:19][CH:18]=[CH:17][CH:16]=3)[N:13]=2)[N:8]([CH2:28][CH2:29][CH2:30][CH2:31][CH2:32][CH2:33][C:34]([O:36][CH2:37][CH3:38])=[O:35])[CH2:7][CH2:6]1)(=[O:3])[CH3:2].